From a dataset of HIV replication inhibition screening data with 41,000+ compounds from the AIDS Antiviral Screen. Binary Classification. Given a drug SMILES string, predict its activity (active/inactive) in a high-throughput screening assay against a specified biological target. (1) The result is 0 (inactive). The compound is Oc1c[n+](C23CCC(c4ccccc42)c2ccccc23)no1. (2) The drug is N#Cc1c2c(c(N=[N+]=[N-])n3c1nc1ccccc13)CCCC2. The result is 0 (inactive). (3) The drug is CC(C)(C)C(=O)[OH+][Co-4](N)(N)(N)(N)N.[O-][Cl+3]([O-])([O-])O. The result is 0 (inactive). (4) The drug is O=C1OCC2(CO1)CC1C=CC2C1. The result is 0 (inactive). (5) The drug is Nn1c(NNC(=O)C(=O)Nc2cc(Cl)c(Cl)cc2Cl)n[nH]c1=S. The result is 0 (inactive). (6) The compound is COc1ccc(C=C2CCCCCC2=O)cc1. The result is 0 (inactive). (7) The drug is Nc1nnc(N)c2[nH]cnc12. The result is 0 (inactive). (8) The compound is CC12CCC(C1)C(O)(c1ccccc1)C2(O)c1ccccc1. The result is 0 (inactive). (9) The result is 0 (inactive). The molecule is C=C1CN(C(=O)c2cc3cc(OC)c(OC)c(OC)c3[nH]2)c2cc([N+](=O)[O-])ccc21. (10) The molecule is c1ccc2c(c1)NC(C1OC3CCCN3C1C1Nc3ccccc3S1)S2. The result is 0 (inactive).